Dataset: Full USPTO retrosynthesis dataset with 1.9M reactions from patents (1976-2016). Task: Predict the reactants needed to synthesize the given product. (1) Given the product [F:1][C:2]1[CH:7]=[C:6]([C:8]([F:10])([F:9])[F:11])[CH:5]=[CH:4][C:3]=1[C:12]1[C:21]2[CH2:20][CH2:19][CH2:18][CH:17]([CH2:22][CH2:23][OH:24])[C:16]=2[CH:15]=[N:14][CH:13]=1, predict the reactants needed to synthesize it. The reactants are: [F:1][C:2]1[CH:7]=[C:6]([C:8]([F:11])([F:10])[F:9])[CH:5]=[CH:4][C:3]=1[C:12]1[C:21]2[CH2:20][CH2:19][CH2:18][CH:17]([CH2:22][C:23](OCC)=[O:24])[C:16]=2[CH:15]=[N:14][CH:13]=1.[H-].C([Al+]CC(C)C)C(C)C. (2) Given the product [C:24]1([C:2]2[C:14]([C:15]([CH3:17])([CH3:18])[CH3:16])=[CH:13][C:12]3[C:11]4[C:6](=[CH:7][C:8]([C:2]5[CH:14]=[CH:13][CH:12]=[CH:4][CH:3]=5)=[C:9]([C:19]([CH3:20])([CH3:22])[CH3:21])[CH:10]=4)[CH2:5][C:4]=3[CH:3]=2)[CH:29]=[CH:28][CH:27]=[CH:26][CH:25]=1, predict the reactants needed to synthesize it. The reactants are: Br[C:2]1[C:14]([C:15]([CH3:18])([CH3:17])[CH3:16])=[CH:13][C:12]2[C:11]3[C:6](=[CH:7][C:8](Br)=[C:9]([C:19]([CH3:22])([CH3:21])[CH3:20])[CH:10]=3)[CH2:5][C:4]=2[CH:3]=1.[C:24]1(B(O)O)[CH:29]=[CH:28][CH:27]=[CH:26][CH:25]=1.C([O-])([O-])=O.[Na+].[Na+]. (3) Given the product [CH:27]1([C:16]2[N:15]=[C:14]([C:12]([NH:11][C:10]3[CH:9]=[N:8][N:7]([CH3:30])[C:6]=3[C:4]([OH:5])=[O:3])=[O:13])[C:19]([NH:20][C:21]3[CH:26]=[N:25][CH:24]=[N:23][CH:22]=3)=[N:18][CH:17]=2)[CH2:29][CH2:28]1, predict the reactants needed to synthesize it. The reactants are: C([O:3][C:4]([C:6]1[N:7]([CH3:30])[N:8]=[CH:9][C:10]=1[NH:11][C:12]([C:14]1[C:19]([NH:20][C:21]2[CH:22]=[N:23][CH:24]=[N:25][CH:26]=2)=[N:18][CH:17]=[C:16]([CH:27]2[CH2:29][CH2:28]2)[N:15]=1)=[O:13])=[O:5])C.[OH-].[Na+].Cl. (4) Given the product [CH:11]1([C:14]([NH:16][C:17]2[S:25][C:20]3[CH2:21][O:22][CH2:23][CH2:24][C:19]=3[C:18]=2[S:1]([NH2:7])(=[O:3])=[O:2])=[O:15])[CH2:13][CH2:12]1, predict the reactants needed to synthesize it. The reactants are: [S:1](Cl)(Cl)(=[O:3])=[O:2].C[N:7](C=O)C.[CH:11]1([C:14]([NH:16][C:17]2[S:25][C:20]3[CH2:21][O:22][CH2:23][CH2:24][C:19]=3[CH:18]=2)=[O:15])[CH2:13][CH2:12]1.N. (5) Given the product [CH3:27][C:22]1[CH:23]=[C:24]([CH3:26])[N:25]=[C:20]([N:16]2[CH2:17][CH:18]3[CH:14]([CH2:13][NH:12][CH2:19]3)[CH2:15]2)[N:21]=1, predict the reactants needed to synthesize it. The reactants are: CC(O)=O.C([N:12]1[CH2:19][CH:18]2[CH:14]([CH2:15][N:16]([C:20]3[N:25]=[C:24]([CH3:26])[CH:23]=[C:22]([CH3:27])[N:21]=3)[CH2:17]2)[CH2:13]1)C1C=CC=CC=1. (6) Given the product [Cl:20][C:21]1[CH:26]=[CH:25][C:24]([C:2]2[N:7]=[CH:6][N:5]=[C:4]([NH:8][C:9]3[CH:14]=[CH:13][CH:12]=[C:11]([CH2:15][S:16]([CH3:19])(=[O:18])=[O:17])[CH:10]=3)[N:3]=2)=[C:23]([O:30][CH3:31])[CH:22]=1, predict the reactants needed to synthesize it. The reactants are: Cl[C:2]1[N:7]=[CH:6][N:5]=[C:4]([NH:8][C:9]2[CH:14]=[CH:13][CH:12]=[C:11]([CH2:15][S:16]([CH3:19])(=[O:18])=[O:17])[CH:10]=2)[N:3]=1.[Cl:20][C:21]1[CH:26]=[CH:25][C:24](B(O)O)=[C:23]([O:30][CH3:31])[CH:22]=1.